From a dataset of Forward reaction prediction with 1.9M reactions from USPTO patents (1976-2016). Predict the product of the given reaction. (1) Given the reactants [CH3:1][C:2]1[C:7]([CH3:8])=[CH:6][CH:5]=[C:4]([CH3:9])[C:3]=1[OH:10].[S-:11][C:12]#[N:13].[NH4+], predict the reaction product. The product is: [CH3:8][C:7]1[C:2]([CH3:1])=[C:3]([OH:10])[C:4]([CH3:9])=[CH:5][C:6]=1[S:11][C:12]#[N:13]. (2) Given the reactants [Si:1]([O:8][CH2:9][CH2:10][NH:11][C:12]1[CH:17]=[CH:16][C:15]([NH:18][S:19]([C:22]2[CH:27]=[CH:26][C:25]([NH:28][C:29](=[O:31])[CH3:30])=[CH:24][CH:23]=2)(=[O:21])=[O:20])=[CH:14][C:13]=1[N+:32]([O-])=O)([C:4]([CH3:7])([CH3:6])[CH3:5])([CH3:3])[CH3:2], predict the reaction product. The product is: [NH2:32][C:13]1[CH:14]=[C:15]([NH:18][S:19]([C:22]2[CH:23]=[CH:24][C:25]([NH:28][C:29](=[O:31])[CH3:30])=[CH:26][CH:27]=2)(=[O:21])=[O:20])[CH:16]=[CH:17][C:12]=1[NH:11][CH2:10][CH2:9][O:8][Si:1]([C:4]([CH3:7])([CH3:6])[CH3:5])([CH3:3])[CH3:2]. (3) Given the reactants [Si]([O:8][CH2:9][CH2:10][CH2:11][N:12]([CH2:45][CH2:46][CH3:47])[C:13]([C:15]1=[CH:16][C:17]2[CH:31]=[CH:30][C:29]([C:32]3[CH:37]=[CH:36][C:35]([C:38]([N:40]4[CH2:44][CH2:43][CH2:42][CH2:41]4)=[O:39])=[CH:34][CH:33]=3)=[CH:28][C:18]=2[N:19]=[C:20]([NH:22][CH2:23][CH2:24][N:25]([CH3:27])[CH3:26])[CH2:21]1)=[O:14])(C(C)(C)C)(C)C.Cl, predict the reaction product. The product is: [CH3:27][N:25]([CH3:26])[CH2:24][CH2:23][NH:22][C:20]1[CH2:21][C:15]([C:13]([N:12]([CH2:11][CH2:10][CH2:9][OH:8])[CH2:45][CH2:46][CH3:47])=[O:14])=[CH:16][C:17]2[CH:31]=[CH:30][C:29]([C:32]3[CH:37]=[CH:36][C:35]([C:38]([N:40]4[CH2:41][CH2:42][CH2:43][CH2:44]4)=[O:39])=[CH:34][CH:33]=3)=[CH:28][C:18]=2[N:19]=1.